Dataset: Catalyst prediction with 721,799 reactions and 888 catalyst types from USPTO. Task: Predict which catalyst facilitates the given reaction. (1) Reactant: [F:1][C:2]1[CH:7]=[C:6]([F:8])[CH:5]=[CH:4][C:3]=1[CH:9]1[CH2:14][CH2:13][NH:12][CH2:11][CH2:10]1.[CH:15](O)=O.C=O. Product: [F:1][C:2]1[CH:7]=[C:6]([F:8])[CH:5]=[CH:4][C:3]=1[CH:9]1[CH2:10][CH2:11][N:12]([CH3:15])[CH2:13][CH2:14]1. The catalyst class is: 6. (2) Reactant: C1(P(C2C=CC=CC=2)C2C=CC=CC=2)C=CC=CC=1.BrN1C(=O)CCC1=O.[CH:28]1([CH2:33][CH:34]([C:38]2[CH:43]=[CH:42][C:41]([S:44]([C:47]([F:50])([F:49])[F:48])(=[O:46])=[O:45])=[CH:40][CH:39]=2)[C:35](O)=[O:36])[CH2:32][CH2:31][CH2:30][CH2:29]1.[NH2:51][C:52]1[CH:57]=[CH:56][C:55]([Br:58])=[CH:54][N:53]=1. Product: [Br:58][C:55]1[CH:56]=[CH:57][C:52]([NH:51][C:35](=[O:36])[CH:34]([C:38]2[CH:39]=[CH:40][C:41]([S:44]([C:47]([F:49])([F:50])[F:48])(=[O:46])=[O:45])=[CH:42][CH:43]=2)[CH2:33][CH:28]2[CH2:29][CH2:30][CH2:31][CH2:32]2)=[N:53][CH:54]=1. The catalyst class is: 2. (3) Reactant: [C:1]([C:3]1[CH:8]=[CH:7][C:6]([C:9]2[CH:14]=[CH:13][C:12]([OH:15])=[CH:11][CH:10]=2)=[CH:5][CH:4]=1)#[N:2].[Br-].C(=O)([O-])[O-].[K+].[K+].[CH3:23][C:24](=O)[CH2:25]C. Product: [CH2:25]([O:15][C:12]1[CH:13]=[CH:14][C:9]([C:6]2[CH:5]=[CH:4][C:3]([C:1]#[N:2])=[CH:8][CH:7]=2)=[CH:10][CH:11]=1)[CH:24]=[CH2:23]. The catalyst class is: 6. (4) Reactant: [Br:1][C:2]1[CH:3]=[C:4]2[C:8](=[CH:9][CH:10]=1)[C:7](=O)[N:6]([CH2:12][CH3:13])[C:5]2=O.[H-].[H-].[H-].[H-].[Li+].[Al+3]. Product: [Br:1][C:2]1[CH:3]=[C:4]2[C:8](=[CH:9][CH:10]=1)[CH2:7][N:6]([CH2:12][CH3:13])[CH2:5]2. The catalyst class is: 1.